From a dataset of Full USPTO retrosynthesis dataset with 1.9M reactions from patents (1976-2016). Predict the reactants needed to synthesize the given product. Given the product [C:39]1([CH2:38][CH2:37][C:36]([N:1]2[CH2:6][CH2:5][CH:4]([CH2:7][N:8]3[C:17]4[C:12](=[CH:13][C:14]([C:18]5[CH:19]=[N:20][N:21]([CH:23]6[CH2:28][CH2:27][CH2:26][CH2:25][O:24]6)[CH:22]=5)=[CH:15][CH:16]=4)[CH2:11][CH2:10][CH2:9]3)[CH2:3][CH2:2]2)=[O:45])[CH:44]=[CH:43][CH:42]=[CH:41][CH:40]=1, predict the reactants needed to synthesize it. The reactants are: [NH:1]1[CH2:6][CH2:5][CH:4]([CH2:7][N:8]2[C:17]3[C:12](=[CH:13][C:14]([C:18]4[CH:19]=[N:20][N:21]([CH:23]5[CH2:28][CH2:27][CH2:26][CH2:25][O:24]5)[CH:22]=4)=[CH:15][CH:16]=3)[CH2:11][CH2:10][CH2:9]2)[CH2:3][CH2:2]1.C(N(CC)CC)C.[C:36](Cl)(=[O:45])[CH2:37][CH2:38][C:39]1[CH:44]=[CH:43][CH:42]=[CH:41][CH:40]=1.C(OCC)(=O)C.CCCCCC.